Dataset: Full USPTO retrosynthesis dataset with 1.9M reactions from patents (1976-2016). Task: Predict the reactants needed to synthesize the given product. (1) Given the product [CH:21]1[C:20]2[C:19]3([N:26]=[C:25]([NH2:27])[CH2:24][O:23][CH2:22]3)[C:18]3[C:13](=[CH:14][CH:15]=[CH:16][CH:17]=3)[O:12][C:11]=2[CH:10]=[CH:9][CH:8]=1, predict the reactants needed to synthesize it. The reactants are: FC1(F)CCN([C:8]2[CH:21]=[C:20]3[C:11]([O:12][C:13]4[C:14](F)=[CH:15][C:16](OC)=[CH:17][C:18]=4[C@:19]43[N:26]=[C:25]([NH2:27])[CH2:24][O:23][CH2:22]4)=[CH:10][CH:9]=2)CC1.C(Cl)Cl.C(=O)([O-])[O-].[Cs+].[Cs+].[I-].[K+]. (2) Given the product [CH:1](=[N:9][C:10]1[CH:17]=[C:16]([CH3:18])[CH:15]=[CH:14][C:11]=1[C:12]#[N:13])[C:2]1[CH:7]=[CH:6][CH:5]=[CH:4][CH:3]=1, predict the reactants needed to synthesize it. The reactants are: [CH:1](=O)[C:2]1[CH:7]=[CH:6][CH:5]=[CH:4][CH:3]=1.[NH2:9][C:10]1[CH:17]=[C:16]([CH3:18])[CH:15]=[CH:14][C:11]=1[C:12]#[N:13].C(OCC)(=O)C. (3) Given the product [CH2:36]([N:43]1[CH2:47][CH2:46][C@H:45]([NH:48][C:28]([NH:4][C:3]2[CH:5]=[CH:6][C:7]([O:9][C:10]3[C:19]4[C:14](=[CH:15][C:16]([O:22][CH3:23])=[C:17]([O:20][CH3:21])[CH:18]=4)[N:13]=[CH:12][N:11]=3)=[CH:8][C:2]=2[Cl:1])=[O:34])[CH2:44]1)[C:37]1[CH:38]=[CH:39][CH:40]=[CH:41][CH:42]=1, predict the reactants needed to synthesize it. The reactants are: [Cl:1][C:2]1[CH:8]=[C:7]([O:9][C:10]2[C:19]3[C:14](=[CH:15][C:16]([O:22][CH3:23])=[C:17]([O:20][CH3:21])[CH:18]=3)[N:13]=[CH:12][N:11]=2)[CH:6]=[CH:5][C:3]=1[NH2:4].ClC(Cl)(O[C:28](=[O:34])OC(Cl)(Cl)Cl)Cl.[CH2:36]([N:43]1[CH2:47][CH2:46][C@H:45]([NH2:48])[CH2:44]1)[C:37]1[CH:42]=[CH:41][CH:40]=[CH:39][CH:38]=1.C(=O)([O-])O.[Na+]. (4) Given the product [F:1][C:2]1[CH:7]=[CH:6][C:5]([C:8]2[C:17]3[C:12](=[N:13][C:14]([C:18]([F:19])([F:20])[F:21])=[CH:15][CH:16]=3)[N:11]=[CH:10][CH:9]=2)=[CH:4][C:3]=1[O:22][CH2:23][C:24]([N:26]([CH3:28])[CH3:27])=[O:25], predict the reactants needed to synthesize it. The reactants are: [F:1][C:2]1[CH:7]=[CH:6][C:5]([C:8]2[C:17]3[C:12](=[N:13][C:14]([C:18]([F:21])([F:20])[F:19])=[CH:15][CH:16]=3)[N:11]=[CH:10][CH:9]=2)=[CH:4][C:3]=1[OH:22].[CH3:23][C:24]([N:26]([CH3:28])[CH3:27])=[O:25]. (5) The reactants are: [CH2:1]([O:8][C:9]1[CH:18]=[C:17]2[C:12]([C:13](=O)[NH:14][C:15](=[O:19])[NH:16]2)=[CH:11][C:10]=1[Br:21])[C:2]1[CH:7]=[CH:6][CH:5]=[CH:4][CH:3]=1.[C:22]([O-:25])([O-])=O.[K+].[K+].[CH3:28]I. Given the product [CH2:1]([O:8][C:9]1[CH:18]=[C:17]2[C:12]([C:22](=[O:25])[N:14]([CH3:13])[C:15](=[O:19])[N:16]2[CH3:28])=[CH:11][C:10]=1[Br:21])[C:2]1[CH:7]=[CH:6][CH:5]=[CH:4][CH:3]=1, predict the reactants needed to synthesize it. (6) The reactants are: [Cl:1][C:2]1[CH:10]=[C:9]2[C:5]([C:6]([C:12]3[N:13]=[C:14]4[C:20]([C:21](O)=[O:22])=[CH:19][N:18]([CH2:24][O:25][CH2:26][CH2:27][Si:28]([CH3:31])([CH3:30])[CH3:29])[C:15]4=[N:16][CH:17]=3)=[N:7][N:8]2[CH3:11])=[CH:4][CH:3]=1.F[P-](F)(F)(F)(F)F.N1(OC(N(C)C)=[N+](C)C)C2N=CC=CC=2N=N1.S(O)(O)(=O)=O.[NH2:61][C:62]1[NH:63][CH:64]=[CH:65][N:66]=1.C(N(C(C)C)CC)(C)C. Given the product [NH:63]1[CH:64]=[CH:65][N:66]=[C:62]1[NH:61][C:21]([C:20]1[C:14]2[C:15](=[N:16][CH:17]=[C:12]([C:6]3[C:5]4[C:9](=[CH:10][C:2]([Cl:1])=[CH:3][CH:4]=4)[N:8]([CH3:11])[N:7]=3)[N:13]=2)[N:18]([CH2:24][O:25][CH2:26][CH2:27][Si:28]([CH3:31])([CH3:30])[CH3:29])[CH:19]=1)=[O:22], predict the reactants needed to synthesize it.